From a dataset of Forward reaction prediction with 1.9M reactions from USPTO patents (1976-2016). Predict the product of the given reaction. (1) The product is: [Cl:23][C:17]1[CH:16]=[C:15]([NH:14][CH:11]2[CH2:12][CH2:13][NH:8][CH2:9][CH2:10]2)[CH:20]=[CH:19][C:18]=1[C:21]#[N:22].[ClH:31]. Given the reactants C(OC([N:8]1[CH2:13][CH2:12][CH:11]([NH:14][C:15]2[CH:20]=[CH:19][C:18]([C:21]#[N:22])=[C:17]([Cl:23])[CH:16]=2)[CH2:10][CH2:9]1)=O)(C)(C)C.FC(F)(F)C(O)=O.[ClH:31], predict the reaction product. (2) Given the reactants [H-].[Na+].[F:3][C:4]1[C:10]([F:11])=[CH:9][CH:8]=[CH:7][C:5]=1[NH2:6].Cl[C:13]1[CH:18]=[C:17]([O:19][CH2:20][C:21]#[C:22][CH3:23])[N:16]=[CH:15][N:14]=1.[Cl-].[NH4+], predict the reaction product. The product is: [F:3][C:4]1[C:10]([F:11])=[CH:9][CH:8]=[CH:7][C:5]=1[NH:6][C:13]1[CH:18]=[C:17]([O:19][CH2:20][C:21]#[C:22][CH3:23])[N:16]=[CH:15][N:14]=1. (3) Given the reactants [NH2:1][C:2]1[C:3]([C:31]([O:33]CC)=O)=[N:4][C:5]([NH:17][CH2:18][C@H:19]2[CH2:23][CH2:22][CH2:21][N:20]2C(OC(C)(C)C)=O)=[N:6][C:7]=1[NH:8][C:9]1[CH:14]=[CH:13][CH:12]=[CH:11][C:10]=1[O:15][CH3:16].C(OC([N:43]1CCC[C@@H]1CNC1N=C(C(OCC)=O)C([N+]([O-])=O)=C(NC2C=CC=CC=2OC)N=1)=O)(C)(C)C.[CH2:73]([OH:75])C, predict the reaction product. The product is: [CH3:16][O:15][C:10]1[CH:11]=[CH:12][CH:13]=[CH:14][C:9]=1[N:8]1[C:73](=[O:75])[NH:1][C:2]2[C:7]1=[N:6][C:5]([NH:17][CH2:18][C@H:19]1[CH2:23][CH2:22][CH2:21][NH:20]1)=[N:4][C:3]=2[C:31]([NH2:43])=[O:33]. (4) Given the reactants [H-].[Na+].[Cl:3][C:4]1[CH:9]=[CH:8][C:7]([CH2:10][C:11]#[N:12])=[CH:6][CH:5]=1.Cl.[CH2:14]([N:21]([CH2:25][CH2:26]Cl)[CH2:22][CH2:23]Cl)[C:15]1[CH:20]=[CH:19][CH:18]=[CH:17][CH:16]=1, predict the reaction product. The product is: [CH2:14]([N:21]1[CH2:25][CH2:26][C:10]([C:7]2[CH:8]=[CH:9][C:4]([Cl:3])=[CH:5][CH:6]=2)([C:11]#[N:12])[CH2:23][CH2:22]1)[C:15]1[CH:20]=[CH:19][CH:18]=[CH:17][CH:16]=1.